This data is from Reaction yield outcomes from USPTO patents with 853,638 reactions. The task is: Predict the reaction yield, written as a fraction of the theoretical maximum amount of product (1.0 means a 100% yield; for example, 0.34 means a 34% yield). (1) The reactants are [C:1]([C:4]1[C:5]([O:19][C:20](=[O:22])[CH3:21])=[C:6]([C:9]2[CH:14]=[CH:13][C:12]([C:15]([CH3:18])([CH3:17])[CH3:16])=[CH:11][CH:10]=2)[S:7][CH:8]=1)(=O)[CH3:2].[NH:23]([C:25]([C:27]1[CH:35]=[CH:34][C:30]([C:31]([OH:33])=[O:32])=[C:29]([N+:36]([O-:38])=[O:37])[CH:28]=1)=[O:26])[NH2:24].Cl.O. The catalyst is CN(C=O)C. The product is [C:20]([O:19][C:5]1[C:4]([C:1](=[N:24][NH:23][C:25]([C:27]2[CH:35]=[CH:34][C:30]([C:31]([OH:33])=[O:32])=[C:29]([N+:36]([O-:38])=[O:37])[CH:28]=2)=[O:26])[CH3:2])=[CH:8][S:7][C:6]=1[C:9]1[CH:14]=[CH:13][C:12]([C:15]([CH3:18])([CH3:17])[CH3:16])=[CH:11][CH:10]=1)(=[O:22])[CH3:21]. The yield is 0.280. (2) The reactants are [Cl:1][C:2]([Cl:34])([Cl:33])[CH2:3][O:4][C:5](=[O:32])[NH:6][C:7]1[N:8]([C:16]2[CH:21]=[CH:20][CH:19]=[C:18]([O:22][CH2:23][CH2:24][O:25]C3CCCCO3)[CH:17]=2)[N:9]=[C:10]([C:12]([CH3:15])([CH3:14])[CH3:13])[CH:11]=1.C1(C)C=CC(S([O-])(=O)=O)=CC=1.[NH+]1C=CC=CC=1. The catalyst is CO. The product is [Cl:33][C:2]([Cl:1])([Cl:34])[CH2:3][O:4][C:5](=[O:32])[NH:6][C:7]1[N:8]([C:16]2[CH:21]=[CH:20][CH:19]=[C:18]([O:22][CH2:23][CH2:24][OH:25])[CH:17]=2)[N:9]=[C:10]([C:12]([CH3:15])([CH3:14])[CH3:13])[CH:11]=1. The yield is 0.990. (3) The reactants are [BH4-].[Na+].[O:3]=[C:4]1[CH2:9][N:8]([C:10]([O:12][C:13]([CH3:16])([CH3:15])[CH3:14])=[O:11])[C@H:7]([C:17]([O:19][CH2:20][CH3:21])=[O:18])[CH2:6][CH2:5]1. The yield is 0.800. The catalyst is CCO. The product is [OH:3][C@@H:4]1[CH2:9][N:8]([C:10]([O:12][C:13]([CH3:14])([CH3:15])[CH3:16])=[O:11])[C@H:7]([C:17]([O:19][CH2:20][CH3:21])=[O:18])[CH2:6][CH2:5]1. (4) The reactants are [OH2:1].[NH2:2][NH2:3].ON1[C:9]2[CH:10]=[CH:11][CH:12]=[CH:13][C:8]=2N=N1.Cl.C(N=C=N[CH2:20][CH2:21][CH2:22]N(C)C)C.C(OC(N[C@H]1C[O:44][C@H:40]([C:41](O)=[O:42])[CH2:39][CH2:38]1)=O)C1C=CC=CC=1.C[N:47](C)[CH:48]=[O:49]. No catalyst specified. The product is [C:48](=[O:49])([O:1][C@@H:22]1[CH2:38][CH2:39][C@@H:40]([C:41]([NH:2][NH2:3])=[O:42])[O:44][CH:21]1[CH2:20][C:8]1[CH:13]=[CH:12][CH:11]=[CH:10][CH:9]=1)[NH2:47]. The yield is 0.860. (5) The reactants are [H-].[Al+3].[Li+].[H-].[H-].[H-].[CH3:7][CH:8]([C:10]1[N:11]=[CH:12][S:13][C:14]=1[C:15](OCC)=[O:16])[CH3:9].O.CCOC(C)=O. The catalyst is C1COCC1. The product is [CH3:7][CH:8]([C:10]1[N:11]=[CH:12][S:13][C:14]=1[CH2:15][OH:16])[CH3:9]. The yield is 0.960. (6) The reactants are C[O:2][C:3](=[O:23])[C:4]1[CH:9]=[CH:8][C:7]([O:10][CH2:11][C:12]2[C:13]([C:17]3[CH:22]=[CH:21][CH:20]=[CH:19][N:18]=3)=[N:14][O:15][CH:16]=2)=[N:6][CH:5]=1.C(OC(C1C(C2C=CC=CN=2)=NOC=1)=O)C. No catalyst specified. The product is [N:18]1[CH:19]=[CH:20][CH:21]=[CH:22][C:17]=1[C:13]1[C:12]([CH2:11][O:10][C:7]2[CH:8]=[CH:9][C:4]([C:3]([OH:23])=[O:2])=[CH:5][N:6]=2)=[CH:16][O:15][N:14]=1. The yield is 0.940. (7) The reactants are [Br:1][C:2]1[CH:3]=[N:4][C:5](O)=[C:6]([CH:10]=1)[C:7]([OH:9])=O.CN(C=O)C.[F:17][C:18]1[CH:24]=[C:23]([F:25])[CH:22]=[CH:21][C:19]=1[NH2:20].C(N(CC)CC)C.O=S(Cl)[Cl:35]. The catalyst is O. The product is [Br:1][C:2]1[CH:3]=[N:4][C:5]([Cl:35])=[C:6]([CH:10]=1)[C:7]([NH:20][C:19]1[CH:21]=[CH:22][C:23]([F:25])=[CH:24][C:18]=1[F:17])=[O:9]. The yield is 0.400.